This data is from Full USPTO retrosynthesis dataset with 1.9M reactions from patents (1976-2016). The task is: Predict the reactants needed to synthesize the given product. (1) Given the product [CH3:34][O:33][C:31]1[CH:30]=[C:28]([NH:29][CH:2]([C:18]2[CH:23]=[CH:22][CH:21]=[CH:20][CH:19]=2)[C:3]([C:5]2[C:13]3[C:8](=[CH:9][CH:10]=[CH:11][CH:12]=3)[N:7]([CH2:14][CH2:15][CH2:16][OH:17])[CH:6]=2)=[O:4])[CH:27]=[C:26]([O:25][CH3:24])[CH:32]=1, predict the reactants needed to synthesize it. The reactants are: Cl[CH:2]([C:18]1[CH:23]=[CH:22][CH:21]=[CH:20][CH:19]=1)[C:3]([C:5]1[C:13]2[C:8](=[CH:9][CH:10]=[CH:11][CH:12]=2)[N:7]([CH2:14][CH2:15][CH2:16][OH:17])[CH:6]=1)=[O:4].[CH3:24][O:25][C:26]1[CH:27]=[C:28]([CH:30]=[C:31]([O:33][CH3:34])[CH:32]=1)[NH2:29]. (2) Given the product [Br:17][C:7]1[N:6]=[C:5]([C:3]([OH:4])=[O:2])[CH:10]=[N:9][C:8]=1[N:11]1[CH2:12][C:13]([F:16])([F:15])[CH2:14]1, predict the reactants needed to synthesize it. The reactants are: C[O:2][C:3]([C:5]1[CH:10]=[N:9][C:8]([N:11]2[CH2:14][C:13]([F:16])([F:15])[CH2:12]2)=[C:7]([Br:17])[N:6]=1)=[O:4].[OH-].[Li+]. (3) Given the product [CH3:26][N:11]([CH3:12])[C:8]1[CH:7]=[CH:6][C:3]([C@H:4]2[O:5][CH:25]=[N:24][C@@H:23]2[S:13]([C:16]2[CH:22]=[CH:21][C:19]([CH3:20])=[CH:18][CH:17]=2)(=[O:15])=[O:14])=[CH:10][CH:9]=1, predict the reactants needed to synthesize it. The reactants are: CN[C:3]1([CH:10]=[CH:9][C:8]([NH:11][CH3:12])=[CH:7][CH2:6]1)[CH:4]=[O:5].[S:13]([CH2:23][N+:24]#[C-:25])([C:16]1[CH:22]=[CH:21][C:19]([CH3:20])=[CH:18][CH:17]=1)(=[O:15])=[O:14].[C-:26]#N.[Na+].